Regression. Given a peptide amino acid sequence and an MHC pseudo amino acid sequence, predict their binding affinity value. This is MHC class I binding data. From a dataset of Peptide-MHC class I binding affinity with 185,985 pairs from IEDB/IMGT. The peptide sequence is LNCLSLLLSV. The MHC is HLA-A02:06 with pseudo-sequence HLA-A02:06. The binding affinity (normalized) is 0.489.